Task: Predict the product of the given reaction.. Dataset: Forward reaction prediction with 1.9M reactions from USPTO patents (1976-2016) (1) Given the reactants CO[C:3](=[O:12])[C:4]1[CH:9]=[C:8](Br)[C:7](Cl)=[N:6][CH:5]=1.[F:13][C:14]([F:25])([F:24])[C:15]1[CH:20]=[CH:19][C:18](B(O)O)=[CH:17][CH:16]=1.[NH2:26][C@@H:27]1[CH2:32][CH2:31][CH2:30][CH2:29][C@H:28]1[OH:33].[CH3:34][O:35][CH2:36][CH2:37][OH:38], predict the reaction product. The product is: [OH:33][C@@H:28]1[CH2:29][CH2:30][CH2:31][CH2:32][C@H:27]1[NH:26][C:3](=[O:12])[C:4]1[CH:9]=[C:8]([C:18]2[CH:19]=[CH:20][C:15]([C:14]([F:25])([F:24])[F:13])=[CH:16][CH:17]=2)[C:7]([O:38][CH2:37][CH2:36][O:35][CH3:34])=[N:6][CH:5]=1. (2) Given the reactants [H-].[Na+].[Br:3][C:4]1[C:5](=[O:21])[NH:6][C:7]([CH3:20])=[CH:8][C:9]=1[O:10][CH2:11][C:12]1[CH:17]=[CH:16][C:15]([F:18])=[CH:14][C:13]=1[F:19].CS(O[CH2:27][C:28]1[CH:32]=[C:31]([C:33]([O:35][CH2:36][CH3:37])=[O:34])[N:30]([CH:38]2[CH2:43][CH2:42][CH2:41][CH2:40][O:39]2)[N:29]=1)(=O)=O.C([O-])(O)=O.[Na+], predict the reaction product. The product is: [Br:3][C:4]1[C:5](=[O:21])[N:6]([CH2:27][C:28]2[CH:32]=[C:31]([C:33]([O:35][CH2:36][CH3:37])=[O:34])[N:30]([CH:38]3[CH2:43][CH2:42][CH2:41][CH2:40][O:39]3)[N:29]=2)[C:7]([CH3:20])=[CH:8][C:9]=1[O:10][CH2:11][C:12]1[CH:17]=[CH:16][C:15]([F:18])=[CH:14][C:13]=1[F:19].